From a dataset of Forward reaction prediction with 1.9M reactions from USPTO patents (1976-2016). Predict the product of the given reaction. (1) Given the reactants [C:1]([C:5]1[CH:31]=[C:8]2[N:9]=[C:10]([CH3:30])[C:11]([CH:22]([CH2:27][CH2:28][CH3:29])[C:23]([O:25]C)=[O:24])=[C:12]([C:13]3[CH:18]=[CH:17][C:16]([CH:19]([CH3:21])[CH3:20])=[CH:15][CH:14]=3)[N:7]2[N:6]=1)([CH3:4])([CH3:3])[CH3:2].[OH-].[Na+], predict the reaction product. The product is: [C:1]([C:5]1[CH:31]=[C:8]2[N:9]=[C:10]([CH3:30])[C:11]([CH:22]([CH2:27][CH2:28][CH3:29])[C:23]([OH:25])=[O:24])=[C:12]([C:13]3[CH:18]=[CH:17][C:16]([CH:19]([CH3:21])[CH3:20])=[CH:15][CH:14]=3)[N:7]2[N:6]=1)([CH3:4])([CH3:2])[CH3:3]. (2) Given the reactants Cl[C:2]1[C:11]([Cl:12])=[N:10][C:9]2[C:4](=[CH:5][C:6]([CH3:14])=[C:7]([CH3:13])[CH:8]=2)[N:3]=1.[Cl:15][C:16]1[CH:21]=[CH:20][CH:19]=[CH:18][C:17]=1[S:22]([NH2:25])(=[O:24])=[O:23].C(=O)([O-])[O-].[K+].[K+], predict the reaction product. The product is: [Cl:15][C:16]1[CH:21]=[CH:20][CH:19]=[CH:18][C:17]=1[S:22]([NH:25][C:2]1[C:11]([Cl:12])=[N:10][C:9]2[C:4](=[CH:5][C:6]([CH3:14])=[C:7]([CH3:13])[CH:8]=2)[N:3]=1)(=[O:24])=[O:23]. (3) Given the reactants Cl[C:2]1([CH:10]=[N:11][OH:12])[CH:7]=[CH:6][CH:5]=[C:4]([O:8][CH3:9])[CH2:3]1.[CH2:13]([O:15][C:16]([CH:18]1[CH2:23][CH2:22][C:21](=[CH2:24])[CH2:20][CH2:19]1)=[O:17])[CH3:14].C(N(CC)CC)C, predict the reaction product. The product is: [CH2:13]([O:15][C:16]([CH:18]1[CH2:19][CH2:20][C:21]2([O:12][N:11]=[C:10]([C:2]3[CH:7]=[CH:6][CH:5]=[C:4]([O:8][CH3:9])[CH:3]=3)[CH2:24]2)[CH2:22][CH2:23]1)=[O:17])[CH3:14]. (4) Given the reactants [C:1]([C:3]1[C:11]2[C:6](=[CH:7][C:8](OS(C(F)(F)F)(=O)=O)=[CH:9][CH:10]=2)[N:5]([CH:20]2[CH2:23][CH2:22][CH2:21]2)[C:4]=1[C:24]1[CH:29]=[CH:28][C:27]([NH:30][C:31]([O:33][CH:34]([CH:36]2[CH2:38][CH2:37]2)[CH3:35])=[O:32])=[CH:26][CH:25]=1)#[N:2].C([Sn](CCCC)(CCCC)[C:44]1[CH:49]=[CH:48][CH:47]=[CH:46][N:45]=1)CCC.[F-].[Cs+].[F-].[K+], predict the reaction product. The product is: [CH:36]1([CH:34]([O:33][C:31](=[O:32])[NH:30][C:27]2[CH:28]=[CH:29][C:24]([C:4]3[N:5]([CH:20]4[CH2:23][CH2:22][CH2:21]4)[C:6]4[C:11]([C:3]=3[C:1]#[N:2])=[CH:10][CH:9]=[C:8]([C:44]3[CH:49]=[CH:48][CH:47]=[CH:46][N:45]=3)[CH:7]=4)=[CH:25][CH:26]=2)[CH3:35])[CH2:37][CH2:38]1. (5) Given the reactants [OH-].[Na+].C1C=C2C=CC3OP(O)(=O)OC4C=CC5C(C=4C=3C2=CC=1)=CC=CC=5.[NH2:28][C:29]1[CH:34]=[CH:33][N:32]([C@H:35]2[O:39][C@@H:38]([CH2:40][OH:41])[S:37][CH2:36]2)[C:31](=[O:42])[N:30]=1.C(OCC)(=O)C, predict the reaction product. The product is: [NH2:28][C:29]1[CH:34]=[CH:33][N:32]([C@@H:35]2[O:39][C@H:38]([CH2:40][OH:41])[S:37][CH2:36]2)[C:31](=[O:42])[N:30]=1.